This data is from Reaction yield outcomes from USPTO patents with 853,638 reactions. The task is: Predict the reaction yield, written as a fraction of the theoretical maximum amount of product (1.0 means a 100% yield; for example, 0.34 means a 34% yield). The reactants are [Cl:1][C:2]1[CH:10]=[C:6]([C:7]([OH:9])=O)[C:5]([OH:11])=[CH:4][CH:3]=1.[NH2:12][C:13]1[S:14][C:15]([C:22](=[O:27])[C:23]([CH3:26])([CH3:25])[CH3:24])=[C:16]([C:18]([CH3:21])([CH3:20])[CH3:19])[N:17]=1.P(Cl)(Cl)Cl. The catalyst is ClC1C=CC=CC=1. The product is [Cl:1][C:2]1[CH:3]=[CH:4][C:5]([OH:11])=[C:6]([CH:10]=1)[C:7]([NH:12][C:13]1[S:14][C:15]([C:22](=[O:27])[C:23]([CH3:26])([CH3:25])[CH3:24])=[C:16]([C:18]([CH3:20])([CH3:21])[CH3:19])[N:17]=1)=[O:9]. The yield is 0.484.